From a dataset of Forward reaction prediction with 1.9M reactions from USPTO patents (1976-2016). Predict the product of the given reaction. (1) Given the reactants [NH2:1][C:2]1[CH:3]=[N:4][CH:5]=[C:6](Br)[CH:7]=1.[O:9]1[CH2:14][CH:13]=[C:12](B2OC(C)(C)C(C)(C)O2)[CH2:11][CH2:10]1.C(=O)([O-])[O-].[Na+].[Na+], predict the reaction product. The product is: [O:9]1[CH2:10][CH:11]=[C:12]([C:6]2[CH:7]=[C:2]([NH2:1])[CH:3]=[N:4][CH:5]=2)[CH2:13][CH2:14]1. (2) Given the reactants C1N=CN([C:6](N2C=NC=C2)=[O:7])C=1.[N:13]1[CH:18]=[CH:17][CH:16]=[C:15]([CH2:19][CH2:20][OH:21])[CH:14]=1.Cl.[NH2:23][CH2:24][CH2:25][CH2:26][N:27]1[C:35](=[O:36])[C:34]2[NH:33][C:32]([Cl:37])=[N:31][C:30]=2[N:29]([CH2:38][CH2:39][CH2:40][CH2:41][CH3:42])[C:28]1=[O:43].CCN(C(C)C)C(C)C, predict the reaction product. The product is: [Cl:37][C:32]1[NH:33][C:34]2[C:35](=[O:36])[N:27]([CH2:26][CH2:25][CH2:24][NH:23][C:6](=[O:7])[O:21][CH2:20][CH2:19][C:15]3[CH:14]=[N:13][CH:18]=[CH:17][CH:16]=3)[C:28](=[O:43])[N:29]([CH2:38][CH2:39][CH2:40][CH2:41][CH3:42])[C:30]=2[N:31]=1. (3) Given the reactants [CH:1]1([C:7]([C:9]2[CH:14]=[C:13]([O:15][CH3:16])[CH:12]=[CH:11][C:10]=2[O:17][CH3:18])=[O:8])[CH2:6][CH2:5][CH2:4][CH2:3][CH2:2]1.[CH:19]1([C:25]([C:27]2[CH:32]=[C:31]([O:33][CH3:34])[CH:30]=[CH:29][C:28]=2[OH:35])=[O:26])[CH2:24][CH2:23][CH2:22][CH2:21][CH2:20]1, predict the reaction product. The product is: [CH:1]1([C:7]([C:9]2[CH:14]=[C:13]([O:15][CH3:16])[CH:12]=[CH:11][C:10]=2[O:17][CH3:18])=[O:8])[CH2:2][CH2:3][CH2:4][CH2:5][CH2:6]1.[CH:19]1([C:25]([C:27]2[CH:32]=[C:31]([O:33][CH3:34])[CH:30]=[CH:29][C:28]=2[OH:35])=[O:26])[CH2:20][CH2:21][CH2:22][CH2:23][CH2:24]1. (4) Given the reactants [CH3:1][O:2][C:3]1[CH:9]=[C:8](B2OC(C)(C)C(C)(C)O2)[CH:7]=[CH:6][C:4]=1[NH2:5].Br[C:20]1[N:24]([CH2:25][CH2:26][O:27][CH3:28])[C:23]([CH3:29])=[N:22][CH:21]=1, predict the reaction product. The product is: [CH3:1][O:2][C:3]1[CH:9]=[C:8]([C:20]2[N:24]([CH2:25][CH2:26][O:27][CH3:28])[C:23]([CH3:29])=[N:22][CH:21]=2)[CH:7]=[CH:6][C:4]=1[NH2:5].